Dataset: Reaction yield outcomes from USPTO patents with 853,638 reactions. Task: Predict the reaction yield, written as a fraction of the theoretical maximum amount of product (1.0 means a 100% yield; for example, 0.34 means a 34% yield). (1) The reactants are [CH3:1][S-:2].[Na+].CN(C)C=O.[CH3:9][O:10][C:11]1[C:29]([O:30][CH3:31])=[C:28]([O:32][CH3:33])[CH:27]=[C:26]([CH3:34])[C:12]=1[C:13]([C:15]1[C:16](Cl)=[N:17][CH:18]=[CH:19][C:20]=1[C:21]([F:24])([F:23])[F:22])=[O:14].O. The catalyst is C(OCC)(=O)C. The product is [CH3:9][O:10][C:11]1[C:29]([O:30][CH3:31])=[C:28]([O:32][CH3:33])[CH:27]=[C:26]([CH3:34])[C:12]=1[C:13]([C:15]1[C:16]([S:2][CH3:1])=[N:17][CH:18]=[CH:19][C:20]=1[C:21]([F:24])([F:23])[F:22])=[O:14]. The yield is 0.580. (2) The reactants are [N:1]([CH:4]([CH:6]1[CH2:10][CH2:9][N:8]([C:11]2[CH:16]=[CH:15][C:14]([Cl:17])=[CH:13][C:12]=2[N+:18]([O-:20])=[O:19])[CH2:7]1)[CH3:5])=[N+]=[N-].C1(P(C2C=CC=CC=2)C2C=CC=CC=2)C=CC=CC=1.O. The catalyst is O1CCCC1. The product is [Cl:17][C:14]1[CH:15]=[CH:16][C:11]([N:8]2[CH2:9][CH2:10][CH:6]([CH:4]([NH2:1])[CH3:5])[CH2:7]2)=[C:12]([N+:18]([O-:20])=[O:19])[CH:13]=1. The yield is 0.650.